From a dataset of Forward reaction prediction with 1.9M reactions from USPTO patents (1976-2016). Predict the product of the given reaction. Given the reactants Br[C:2]1[CH:7]=[CH:6][CH:5]=[C:4]([Br:8])[N:3]=1.C([Li])CCC.[C:14]([O:18][C:19]([N:21]1[CH2:26][CH2:25][CH:24]([C:27](N(OC)C)=[O:28])[CH2:23][CH2:22]1)=[O:20])([CH3:17])([CH3:16])[CH3:15].[OH-].[Na+], predict the reaction product. The product is: [Br:8][C:4]1[CH:5]=[CH:6][CH:7]=[C:2]([C:27]([CH:24]2[CH2:25][CH2:26][N:21]([C:19]([O:18][C:14]([CH3:17])([CH3:16])[CH3:15])=[O:20])[CH2:22][CH2:23]2)=[O:28])[N:3]=1.